From a dataset of Reaction yield outcomes from USPTO patents with 853,638 reactions. Predict the reaction yield, written as a fraction of the theoretical maximum amount of product (1.0 means a 100% yield; for example, 0.34 means a 34% yield). The reactants are [NH2:1][C:2]1[N:7]=[CH:6][C:5]([C:8]2[CH:9]=[N:10][C:11]([OH:14])=[CH:12][CH:13]=2)=[CH:4][C:3]=1[O:15][CH:16]([C:18]1[C:23]([Cl:24])=[CH:22][CH:21]=[C:20]([F:25])[C:19]=1[Cl:26])[CH3:17].C1(P(C2C=CC=CC=2)C2C=CC=CC=2)C=CC=CC=1.[N:46]1([CH2:52][CH2:53]O)[CH2:51][CH2:50][O:49][CH2:48][CH2:47]1.CCOC(/N=N/C(OCC)=O)=O. No catalyst specified. The product is [Cl:26][C:19]1[C:20]([F:25])=[CH:21][CH:22]=[C:23]([Cl:24])[C:18]=1[CH:16]([O:15][C:3]1[CH:4]=[C:5]([C:8]2[CH:9]=[N:10][C:11]([O:14][CH2:53][CH2:52][N:46]3[CH2:51][CH2:50][O:49][CH2:48][CH2:47]3)=[CH:12][CH:13]=2)[CH:6]=[N:7][C:2]=1[NH2:1])[CH3:17]. The yield is 0.530.